From a dataset of Reaction yield outcomes from USPTO patents with 853,638 reactions. Predict the reaction yield, written as a fraction of the theoretical maximum amount of product (1.0 means a 100% yield; for example, 0.34 means a 34% yield). The reactants are [Si:1]([O:8][CH2:9][CH2:10][O:11][C:12]1[CH:17]=[CH:16][N:15]=[C:14](Cl)[N:13]=1)([C:4]([CH3:7])([CH3:6])[CH3:5])([CH3:3])[CH3:2].[CH3:19][C:20]1[CH:21]=[C:22]([CH:24]=[C:25]([C:27]2[S:31][CH:30]=[N:29][CH:28]=2)[CH:26]=1)[NH2:23].C(=O)([O-])[O-].[Cs+].[Cs+].CC1(C)C2C(=C(P(C3C=CC=CC=3)C3C=CC=CC=3)C=CC=2)OC2C(P(C3C=CC=CC=3)C3C=CC=CC=3)=CC=CC1=2. The catalyst is O1CCOCC1.C([O-])(=O)C.[Pd+2].C([O-])(=O)C. The product is [Si:1]([O:8][CH2:9][CH2:10][O:11][C:12]1[CH:17]=[CH:16][N:15]=[C:14]([NH:23][C:22]2[CH:24]=[C:25]([C:27]3[S:31][CH:30]=[N:29][CH:28]=3)[CH:26]=[C:20]([CH3:19])[CH:21]=2)[N:13]=1)([C:4]([CH3:7])([CH3:6])[CH3:5])([CH3:3])[CH3:2]. The yield is 0.780.